Dataset: Forward reaction prediction with 1.9M reactions from USPTO patents (1976-2016). Task: Predict the product of the given reaction. (1) Given the reactants [N+:1]([O-:4])(O)=[O:2].[Br:5][C:6]1[C:7]([OH:15])=[C:8]([C:11]([CH3:14])=[CH:12][CH:13]=1)[CH:9]=[O:10].O, predict the reaction product. The product is: [Br:5][C:6]1[C:7]([OH:15])=[C:8]([C:11]([CH3:14])=[C:12]([N+:1]([O-:4])=[O:2])[CH:13]=1)[CH:9]=[O:10]. (2) Given the reactants [Mg].Br[C:3]1[S:4][CH:5]=[CH:6][CH:7]=1.Br[C:9]1[CH:10]=[CH:11][C:12]([N:15]([CH3:17])[CH3:16])=[N:13][CH:14]=1.O, predict the reaction product. The product is: [S:4]1[CH:5]=[CH:6][CH:7]=[C:3]1[C:9]1[CH:10]=[CH:11][C:12]([N:15]([CH3:17])[CH3:16])=[N:13][CH:14]=1.